From a dataset of Reaction yield outcomes from USPTO patents with 853,638 reactions. Predict the reaction yield, written as a fraction of the theoretical maximum amount of product (1.0 means a 100% yield; for example, 0.34 means a 34% yield). (1) The reactants are Cl.Cl[CH2:3][C:4]1[N:13]=[C:12]([NH:14][CH2:15][C:16]2[CH:21]=[CH:20][C:19]([O:22][CH3:23])=[CH:18][CH:17]=2)[C:11]2[C:6](=[CH:7][CH:8]=[CH:9][CH:10]=2)[N:5]=1.C([O-])([O-])=O.[K+].[K+].[C:30]1(=[O:40])[NH:34][C:33](=[O:35])[C:32]2=[CH:36][CH:37]=[CH:38][CH:39]=[C:31]12.[K]. The catalyst is CN(C=O)C.CCOC(C)=O. The product is [CH3:23][O:22][C:19]1[CH:20]=[CH:21][C:16]([CH2:15][NH:14][C:12]2[C:11]3[C:6](=[CH:7][CH:8]=[CH:9][CH:10]=3)[N:5]=[C:4]([CH2:3][N:34]3[C:30](=[O:40])[C:31]4[C:32](=[CH:36][CH:37]=[CH:38][CH:39]=4)[C:33]3=[O:35])[N:13]=2)=[CH:17][CH:18]=1. The yield is 0.680. (2) The reactants are C(O[CH2:5][C:6]1[C:15]2[C:10](=[CH:11][CH:12]=[C:13]([O:16][C:17]3[CH:22]=[CH:21][CH:20]=[CH:19][CH:18]=3)[CH:14]=2)[C:9]([OH:23])=[C:8]([C:24]([O:26][CH3:27])=[O:25])[N:7]=1)(=O)C.C([O-])([O-])=O.[Na+].[Na+]. The catalyst is [Pd].C(OCC)(=O)C. The product is [OH:23][C:9]1[C:10]2[C:15](=[CH:14][C:13]([O:16][C:17]3[CH:22]=[CH:21][CH:20]=[CH:19][CH:18]=3)=[CH:12][CH:11]=2)[C:6]([CH3:5])=[N:7][C:8]=1[C:24]([O:26][CH3:27])=[O:25]. The yield is 0.900. (3) The reactants are Br[C:2]1[CH:10]=[CH:9][CH:8]=[C:7]2[C:3]=1[C:4]1([C:22]3[C:13](=[CH:14][C:15]4[O:20][CH2:19][CH2:18][O:17][C:16]=4[CH:21]=3)[O:12][CH2:11]1)[CH2:5][NH:6]2.C([Li])(C)(C)C.B(OC)(OC)[O:29]C.OO.[OH2:37]. The catalyst is O1CCCC1. The product is [OH:37][C:2]1[CH:10]=[CH:9][CH:8]=[C:7]2[C:3]=1[C:4]1([C:22]3[C:13](=[CH:14][C:15]4[O:20][CH2:19][CH2:18][O:17][C:16]=4[CH:21]=3)[O:12][CH2:11]1)[C:5](=[O:29])[NH:6]2. The yield is 0.0200. (4) The reactants are Cl[C:2]1[N:7]=[C:6]([NH:8][C:9]2[CH:14]=[CH:13][C:12]([O:15][CH3:16])=[C:11]([Cl:17])[CH:10]=2)[N:5]=[C:4]([NH:18][CH:19]2[CH2:25][CH2:24][CH2:23][CH2:22][CH2:21][CH2:20]2)[N:3]=1.[CH3:26][NH:27][CH:28]1[CH2:33][CH2:32][N:31]([CH3:34])[CH2:30][CH2:29]1.[OH-].[Na+].O. The catalyst is O1CCOCC1.C(Cl)Cl. The product is [Cl:17][C:11]1[CH:10]=[C:9]([NH:8][C:6]2[N:5]=[C:4]([NH:18][CH:19]3[CH2:25][CH2:24][CH2:23][CH2:22][CH2:21][CH2:20]3)[N:3]=[C:2]([N:27]([CH3:26])[CH:28]3[CH2:33][CH2:32][N:31]([CH3:34])[CH2:30][CH2:29]3)[N:7]=2)[CH:14]=[CH:13][C:12]=1[O:15][CH3:16]. The yield is 0.309. (5) The reactants are [CH2:1]([N:4]1[C:12]2[C:11]([Cl:13])=[N:10][CH:9]=[N:8][C:7]=2[CH:6]=[CH:5]1)[CH:2]=[CH2:3].[Br:14]N1C(=O)CCC1=O. The catalyst is C1COCC1. The product is [CH2:1]([N:4]1[C:12]2[C:11]([Cl:13])=[N:10][CH:9]=[N:8][C:7]=2[C:6]([Br:14])=[CH:5]1)[CH:2]=[CH2:3]. The yield is 0.930. (6) The reactants are [Cl-].O[NH3+:3].[C:4](=[O:7])([O-])[OH:5].[Na+].CS(C)=O.[CH2:13]([C:17]1[N:18]=[C:19]([CH3:50])[N:20]([C:40]2[CH:41]=[CH:42][C:43]3[O:47][CH:46]([CH3:48])[CH2:45][C:44]=3[CH:49]=2)[C:21](=[O:39])[C:22]=1[CH2:23][C:24]1[CH:29]=[CH:28][C:27]([C:30]2[C:31]([C:36]#[N:37])=[CH:32][CH:33]=[CH:34][CH:35]=2)=[CH:26][C:25]=1[F:38])[CH2:14][CH2:15][CH3:16]. The catalyst is O.C(OCC)(=O)C. The product is [CH2:13]([C:17]1[N:18]=[C:19]([CH3:50])[N:20]([C:40]2[CH:41]=[CH:42][C:43]3[O:47][CH:46]([CH3:48])[CH2:45][C:44]=3[CH:49]=2)[C:21](=[O:39])[C:22]=1[CH2:23][C:24]1[CH:29]=[CH:28][C:27]([C:30]2[CH:35]=[CH:34][CH:33]=[CH:32][C:31]=2[C:36]2[NH:3][C:4](=[O:7])[O:5][N:37]=2)=[CH:26][C:25]=1[F:38])[CH2:14][CH2:15][CH3:16]. The yield is 0.590. (7) The reactants are [CH2:1]([O:3][C:4](=[O:18])[C:5]1[CH:10]=[CH:9][C:8](/[CH:11]=[CH:12]/[C:13]2[O:14][CH:15]=[CH:16][CH:17]=2)=[CH:7][CH:6]=1)[CH3:2]. The catalyst is [C].[Pd].O1CCCC1. The product is [CH2:1]([O:3][C:4](=[O:18])[C:5]1[CH:10]=[CH:9][C:8]([CH2:11][CH2:12][CH:13]2[CH2:17][CH2:16][CH2:15][O:14]2)=[CH:7][CH:6]=1)[CH3:2]. The yield is 1.00. (8) The reactants are NC([O:4][C@H:5]1[CH2:10][CH2:9][CH2:8][N:7]([C:11]2[N:12]=[C:13]3[CH:26]=[C:25]([C:27]([NH:29][C:30]4[S:31][CH:32]=[C:33]([C:35]([CH3:38])([CH3:37])[CH3:36])[N:34]=4)=[O:28])[CH:24]=[CH:23][N:14]3[C:15](=[O:22])[C:16]=2/C=C/C(O)=O)[CH2:6]1)=O.C(C1N=C(NC(C2C=CN3C(=O)CC(=O)N=C3C=2)=O)SC=1)(C)(C)C.Cl.O[C@H]1CCCNC1. No catalyst specified. The product is [C:35]([C:33]1[N:34]=[C:30]([NH:29][C:27]([C:25]2[CH:24]=[CH:23][N:14]3[C:15](=[O:22])[CH:16]=[C:11]([N:7]4[CH2:8][CH2:9][CH2:10][C@H:5]([OH:4])[CH2:6]4)[N:12]=[C:13]3[CH:26]=2)=[O:28])[S:31][CH:32]=1)([CH3:38])([CH3:36])[CH3:37]. The yield is 0.620. (9) The reactants are NC1C=CC(C2C=CC(C(=O)CC(C)(C)C(OC)=O)=CC=2)=CC=1.BrC1SC=CN=1.[S:30]1[C:34]2C=CC=C[C:33]=2[N:32]=[C:31]1[NH:39][C:40]1[CH:45]=[CH:44][C:43]([C:46]2[CH:51]=[CH:50][C:49]([C:52](=[O:60])[CH2:53][C:54]([CH3:59])([CH3:58])[C:55]([OH:57])=[O:56])=[CH:48][CH:47]=2)=[CH:42][CH:41]=1. No catalyst specified. The product is [CH3:58][C:54]([CH3:59])([CH2:53][C:52](=[O:60])[C:49]1[CH:48]=[CH:47][C:46]([C:43]2[CH:44]=[CH:45][C:40]([NH:39][C:31]3[S:30][CH:34]=[CH:33][N:32]=3)=[CH:41][CH:42]=2)=[CH:51][CH:50]=1)[C:55]([OH:57])=[O:56]. The yield is 0.240.